This data is from Forward reaction prediction with 1.9M reactions from USPTO patents (1976-2016). The task is: Predict the product of the given reaction. (1) Given the reactants Br[C:2]1[N:7]=[C:6]2[CH:8]=[N:9][NH:10][C:5]2=[CH:4][C:3]=1[Br:11].[CH2:12]([Sn](CCCC)(CCCC)C=C)[CH2:13]CC, predict the reaction product. The product is: [Br:11][C:3]1[CH:4]=[C:5]2[NH:10][N:9]=[CH:8][C:6]2=[N:7][C:2]=1[CH:12]=[CH2:13]. (2) Given the reactants [CH2:1]([N:8]1[CH2:13][CH2:12][C:11]([C:15]2[CH:20]=[CH:19][C:18]([O:21][CH3:22])=[C:17]([O:23][CH3:24])[CH:16]=2)(O)[CH2:10][CH2:9]1)[C:2]1[CH:7]=[CH:6][CH:5]=[CH:4][CH:3]=1, predict the reaction product. The product is: [CH2:1]([N:8]1[CH2:9][CH:10]=[C:11]([C:15]2[CH:20]=[CH:19][C:18]([O:21][CH3:22])=[C:17]([O:23][CH3:24])[CH:16]=2)[CH2:12][CH2:13]1)[C:2]1[CH:3]=[CH:4][CH:5]=[CH:6][CH:7]=1. (3) Given the reactants [CH3:1][C:2]1[CH:3]=[C:4]2[C:8](=[CH:9][C:10]=1[CH3:11])[C:7](=[O:12])[N:6]([C:13]1[CH:18]=[CH:17][CH:16]=[C:15]([F:19])[CH:14]=1)[CH:5]2[CH2:20][C:21]([OH:23])=O.[CH3:24][N:25]1[CH2:30][CH2:29][NH:28][CH2:27][CH2:26]1.Cl.C(N=C=NCCCN(C)C)C.O.ON1C2C=CC=CC=2N=N1, predict the reaction product. The product is: [CH3:1][C:2]1[CH:3]=[C:4]2[C:8](=[CH:9][C:10]=1[CH3:11])[C:7](=[O:12])[N:6]([C:13]1[CH:18]=[CH:17][CH:16]=[C:15]([F:19])[CH:14]=1)[CH:5]2[CH2:20][C:21]([N:28]1[CH2:29][CH2:30][N:25]([CH3:24])[CH2:26][CH2:27]1)=[O:23]. (4) Given the reactants [Br:1][C:2]1[CH:7]=[C:6]([F:8])[C:5]([F:9])=[CH:4][C:3]=1[CH2:10][OH:11].N1C=CN=C1.Cl[Si:18]([CH:25]([CH3:27])[CH3:26])([CH:22]([CH3:24])[CH3:23])[CH:19]([CH3:21])[CH3:20], predict the reaction product. The product is: [Br:1][C:2]1[CH:7]=[C:6]([F:8])[C:5]([F:9])=[CH:4][C:3]=1[CH2:10][O:11][Si:18]([CH:25]([CH3:27])[CH3:26])([CH:22]([CH3:24])[CH3:23])[CH:19]([CH3:21])[CH3:20]. (5) Given the reactants [Na].[Na].[OH:3][C:4]([C:6]1[N:14]=[C:13]2[C:15]([C:17]([C:19]3[CH:20]=[C:21]([C:24](=[O:26])[OH:25])[NH:22][C:23]=3[C:12]2=[C:8]([C:9](=[O:11])[OH:10])[CH:7]=1)=[O:18])=[O:16])=[O:5].Cl, predict the reaction product. The product is: [CH:20]1[C:19]2[C:17](=[O:18])[C:15](=[O:16])[C:13]3[N:14]=[C:6]([C:4]([OH:5])=[O:3])[CH:7]=[C:8]([C:9]([OH:11])=[O:10])[C:12]=3[C:23]=2[NH:22][C:21]=1[C:24]([OH:26])=[O:25]. (6) Given the reactants Br[C:2]1[CH:16]=[CH:15][C:5]([N:6]([Si](C)(C)C)[Si](C)(C)C)=[CH:4][CH:3]=1.CON(C)[C:20](=[O:33])[CH2:21][CH2:22][CH2:23][N:24]([CH3:32])[C:25](=[O:31])[O:26][C:27]([CH3:30])([CH3:29])[CH3:28].[F-].C([N+](CCCC)(CCCC)CCCC)CCC.C(=O)([O-])O.[Na+], predict the reaction product. The product is: [NH2:6][C:5]1[CH:15]=[CH:16][C:2]([C:20](=[O:33])[CH2:21][CH2:22][CH2:23][N:24]([CH3:32])[C:25](=[O:31])[O:26][C:27]([CH3:30])([CH3:28])[CH3:29])=[CH:3][CH:4]=1. (7) Given the reactants O[C@H:2]1[C@H:9]2[C@H](O[C:7]([CH3:11])(C)[O:8]2)O[C@H]1C(O)=O.C[N:16]([C:18]([O:22]N1N=NC2C=CC=CC1=2)=[N+:19](C)C)C.[B-](F)(F)(F)F.CN1CCOCC1.N1CCOCC1, predict the reaction product. The product is: [N:16]1([C:18]([NH2:19])=[O:22])[CH2:11][CH2:7][O:8][CH2:9][CH2:2]1. (8) Given the reactants [C:1]1([Si:7]([C:21]2[CH:26]=[CH:25][CH:24]=[CH:23][CH:22]=2)([C:15]2[CH:20]=[CH:19][CH:18]=[CH:17][CH:16]=2)C2C=CC(O)=CC=2)[CH:6]=[CH:5][CH:4]=[CH:3][CH:2]=1.[C:40]1(P([C:40]2[CH:45]=[CH:44][CH:43]=[CH:42][CH:41]=2)[C:40]2[CH:45]=[CH:44][CH:43]=[CH:42][CH:41]=2)[CH:45]=[CH:44][CH:43]=[CH:42][CH:41]=1.[C:46]([O:50][CH2:51][CH2:52][OH:53])(=[O:49])[CH:47]=[CH2:48].N(C(OCC)=O)=NC(OCC)=O, predict the reaction product. The product is: [C:46]([O:50][CH2:51][CH:52]([Si:7]([C:1]1[CH:6]=[CH:5][CH:4]=[CH:3][CH:2]=1)([C:15]1[CH:16]=[CH:17][CH:18]=[CH:19][CH:20]=1)[C:21]1[CH:26]=[CH:25][CH:24]=[CH:23][CH:22]=1)[O:53][C:40]1[CH:41]=[CH:42][CH:43]=[CH:44][CH:45]=1)(=[O:49])[CH:47]=[CH2:48]. (9) Given the reactants [N+:1]([C:4]1[CH:5]=[C:6]([C:13]([F:16])([F:15])[F:14])[CH:7]=[C:8]([N+:10]([O-:12])=[O:11])[CH:9]=1)([O-])=O.[NH4+]=S, predict the reaction product. The product is: [N+:10]([C:8]1[CH:9]=[C:4]([NH2:1])[CH:5]=[C:6]([C:13]([F:14])([F:15])[F:16])[CH:7]=1)([O-:12])=[O:11].